From a dataset of Reaction yield outcomes from USPTO patents with 853,638 reactions. Predict the reaction yield, written as a fraction of the theoretical maximum amount of product (1.0 means a 100% yield; for example, 0.34 means a 34% yield). (1) The reactants are [Cl:1][C:2]1[CH:23]=[CH:22][C:5]([CH:6]([N:13]2[CH2:18][CH2:17][N:16]([CH2:19][CH2:20][NH2:21])[CH2:15][CH2:14]2)[C:7]2[CH:12]=[CH:11][CH:10]=[CH:9][CH:8]=2)=[CH:4][CH:3]=1.[C:24]1([N:30]2[C:34]([C:35]3[O:36][CH:37]=[CH:38][CH:39]=3)=[CH:33][C:32]([CH:40]=O)=[N:31]2)[CH:29]=[CH:28][CH:27]=[CH:26][CH:25]=1. No catalyst specified. The product is [Cl:1][C:2]1[CH:3]=[CH:4][C:5]([CH:6]([N:13]2[CH2:14][CH2:15][N:16]([CH2:19][CH2:20][NH:21][CH2:40][C:32]3[CH:33]=[C:34]([C:35]4[O:36][CH:37]=[CH:38][CH:39]=4)[N:30]([C:24]4[CH:29]=[CH:28][CH:27]=[CH:26][CH:25]=4)[N:31]=3)[CH2:17][CH2:18]2)[C:7]2[CH:8]=[CH:9][CH:10]=[CH:11][CH:12]=2)=[CH:22][CH:23]=1. The yield is 0.620. (2) The reactants are [F:1][C:2]1[CH:7]=[CH:6][CH:5]=[CH:4][C:3]=1/[CH:8]=[CH:9]/[C:10](Cl)=[O:11].[OH:13][N:14]1[C:19](=[O:20])[CH2:18][CH2:17][C:15]1=[O:16].C(N(CC)CC)C. The catalyst is C(Cl)Cl. The product is [F:1][C:2]1[CH:7]=[CH:6][CH:5]=[CH:4][C:3]=1/[CH:8]=[CH:9]/[C:10]([O:13][N:14]1[C:19](=[O:20])[CH2:18][CH2:17][C:15]1=[O:16])=[O:11]. The yield is 0.700. (3) The reactants are [CH:1]#[C:2][CH2:3][CH2:4][CH2:5][CH2:6][CH2:7][CH2:8][CH2:9][CH2:10][CH2:11][CH3:12].[CH:13]([Mg]Cl)([CH3:15])[CH3:14].[S:18]1[CH:22]=[CH:21][C:20]2[C:23](=O)[C:24]3[S:25][CH:26]=[CH:27][C:28]=3[C:29](=O)[C:19]1=2.Cl[Sn]Cl. The catalyst is C1COCC1.Cl.[Cl-].[Na+].O. The product is [C:1]([C:23]1[C:24]2[S:25][CH:26]=[CH:27][C:28]=2[C:29]([C:14]#[C:13][CH2:15][CH2:1][CH2:2][CH2:3][CH2:4][CH2:5][CH2:6][CH2:7][CH2:8][CH3:9])=[C:19]2[S:18][CH:22]=[CH:21][C:20]=12)#[C:2][CH2:3][CH2:4][CH2:5][CH2:6][CH2:7][CH2:8][CH2:9][CH2:10][CH2:11][CH3:12]. The yield is 0.570. (4) The reactants are [Si:1]([O:8][C:9]1[C:10]([F:18])=[C:11]([CH:14]=[CH:15][C:16]=1[Cl:17])[CH:12]=O)([C:4]([CH3:7])([CH3:6])[CH3:5])([CH3:3])[CH3:2].[CH3:19][C:20]([S@@:23]([NH2:25])=[O:24])([CH3:22])[CH3:21].O.O.O.O.O.O.O.O.O.O.S([O-])([O-])(=O)=O.[Na+].[Na+]. The catalyst is C(Cl)Cl.[O-]CC.[Ti+4].[O-]CC.[O-]CC.[O-]CC. The product is [C:4]([Si:1]([CH3:3])([CH3:2])[O:8][C:9]1[C:10]([F:18])=[C:11](/[CH:12]=[N:25]/[S@:23]([C:20]([CH3:22])([CH3:21])[CH3:19])=[O:24])[CH:14]=[CH:15][C:16]=1[Cl:17])([CH3:7])([CH3:6])[CH3:5]. The yield is 0.920. (5) The reactants are [NH2:1][C@@H:2]([CH2:13][CH2:14][O:15][CH:16]([F:18])[F:17])[C:3]([O:5][CH2:6][C:7]1[CH:12]=[CH:11][CH:10]=[CH:9][CH:8]=1)=[O:4].[CH3:19][O:20][C:21](Cl)=[O:22]. The catalyst is ClCCl. The product is [F:18][CH:16]([F:17])[O:15][CH2:14][CH2:13][C@H:2]([NH:1][C:21]([O:20][CH3:19])=[O:22])[C:3]([O:5][CH2:6][C:7]1[CH:12]=[CH:11][CH:10]=[CH:9][CH:8]=1)=[O:4]. The yield is 0.400. (6) The reactants are [CH3:1][N:2]1[CH:6]=[C:5]([S:7]([N:10]2[CH2:15][CH2:14][N:13](C(OC(C)(C)C)=O)[CH2:12][CH2:11]2)(=[O:9])=[O:8])[N:4]=[CH:3]1.Cl. The catalyst is O1CCOCC1. The product is [CH3:1][N:2]1[CH:6]=[C:5]([S:7]([N:10]2[CH2:15][CH2:14][NH:13][CH2:12][CH2:11]2)(=[O:8])=[O:9])[N:4]=[CH:3]1. The yield is 0.900. (7) The reactants are C(OC([C@H:8]1[NH:13][C:12]([CH3:17])([C:14]([OH:16])=O)[CH2:11][C:10](=[O:18])[N:9]1[CH3:19])=O)(C)(C)C.C[N:21](C(ON1N=NC2C=CC=CC1=2)=[N+](C)C)C.[B-](F)(F)(F)F.C1C=CC2N(O)N=NC=2C=1.CCN(C(C)C)C(C)C.O[N:62]=[C:63]([NH2:74])[C:64]1[CH:69]=[CH:68][CH:67]=[C:66]([C:70]([F:73])([F:72])[F:71])[CH:65]=1.CCCC[N+](CCCC)(CCCC)CCCC.[F-]. The catalyst is CN(C=O)C.CCOC(C)=O. The product is [NH:21]=[C:8]1[N:9]([CH3:19])[C:10](=[O:18])[CH2:11][C@@:12]([CH3:17])([C:14]2[O:16][N:74]=[C:63]([C:64]3[CH:69]=[CH:68][CH:67]=[C:66]([C:70]([F:73])([F:72])[F:71])[CH:65]=3)[N:62]=2)[NH:13]1. The yield is 0.260. (8) The reactants are [F:1][C:2]([F:13])([F:12])[C:3]1[CH:8]=[CH:7][C:6]([CH2:9][C:10]#[N:11])=[CH:5][CH:4]=1.Br[CH2:15][CH2:16]Cl.[OH-].[Na+]. The catalyst is [Cl-].C([N+](CC)(CC)CC1C=CC=CC=1)C.O. The product is [F:1][C:2]([F:12])([F:13])[C:3]1[CH:4]=[CH:5][C:6]([C:9]2([C:10]#[N:11])[CH2:16][CH2:15]2)=[CH:7][CH:8]=1. The yield is 0.860. (9) The reactants are Br[C:2]1[CH:7]=[C:6]([F:8])[C:5]([N+:9]([O-:11])=[O:10])=[CH:4][C:3]=1[O:12][CH3:13].C(=O)([O-])[O-].[Na+].[Na+].[C:20]1(C)C=CC=C[CH:21]=1. The catalyst is C(O)C.C1C=CC([P]([Pd]([P](C2C=CC=CC=2)(C2C=CC=CC=2)C2C=CC=CC=2)([P](C2C=CC=CC=2)(C2C=CC=CC=2)C2C=CC=CC=2)[P](C2C=CC=CC=2)(C2C=CC=CC=2)C2C=CC=CC=2)(C2C=CC=CC=2)C2C=CC=CC=2)=CC=1. The product is [F:8][C:6]1[CH:7]=[C:2]([CH:20]=[CH2:21])[C:3]([O:12][CH3:13])=[CH:4][C:5]=1[N+:9]([O-:11])=[O:10]. The yield is 0.830. (10) The reactants are Cl[C:2]1[N:11]=[C:10]([NH:12][C:13]2[CH:17]=[C:16]([CH3:18])[NH:15][N:14]=2)[C:9]2[C:4](=[CH:5][CH:6]=[CH:7][CH:8]=2)[N:3]=1.[C:19]1([CH3:28])[CH:24]=[CH:23][CH:22]=[C:21](B(O)O)[CH:20]=1.C([O-])([O-])=O.[Na+].[Na+].C(P(C(C)(C)C)C(C)(C)C)(C)(C)C. The catalyst is CN(C=O)C.C1C=CC(P(C2C=CC=CC=2)[C-]2C=CC=C2)=CC=1.C1C=CC(P(C2C=CC=CC=2)[C-]2C=CC=C2)=CC=1.Cl[Pd]Cl.[Fe+2].O. The product is [CH3:28][C:19]1[CH:20]=[C:21]([C:2]2[N:11]=[C:10]([NH:12][C:13]3[NH:14][N:15]=[C:16]([CH3:18])[CH:17]=3)[C:9]3[C:4](=[CH:5][CH:6]=[CH:7][CH:8]=3)[N:3]=2)[CH:22]=[CH:23][CH:24]=1. The yield is 0.750.